From a dataset of Full USPTO retrosynthesis dataset with 1.9M reactions from patents (1976-2016). Predict the reactants needed to synthesize the given product. (1) Given the product [C:26]([C:24]1[C:23]([O:29][CH2:30][CH3:31])=[C:22]([CH:32]([OH:37])[CH2:33][NH:9][C:10](=[O:16])[O:11][C:12]([CH3:15])([CH3:14])[CH3:13])[C:21]([F:34])=[C:20]([Cl:19])[CH:25]=1)(=[O:28])[CH3:27], predict the reactants needed to synthesize it. The reactants are: ClC1C=CC(C(O[NH:9][C:10](=[O:16])[O:11][C:12]([CH3:15])([CH3:14])[CH3:13])=O)=CC=1.[Cl:19][C:20]1[C:21]([F:34])=[C:22]([CH:32]=[CH2:33])[C:23]([O:29][CH2:30][CH3:31])=[C:24]([C:26](=[O:28])[CH3:27])[CH:25]=1.C(=O)([O-:37])N. (2) The reactants are: Br[C:2]1[CH:20]=[CH:19][C:5]2=[C:6]([C:15]([O:17][CH3:18])=[O:16])[CH:7]=[C:8]3[C:13]([C:12](=[O:14])[NH:11][CH:10]=[CH:9]3)=[C:4]2[CH:3]=1.[Li+].[Cl-].[NH:23]1[CH:27]=[C:26](B2OC(C)(C)C(C)(C)O2)[CH:25]=[N:24]1.C([O-])([O-])=O.[Na+].[Na+]. Given the product [O:14]=[C:12]1[C:13]2[C:8](=[CH:7][C:6]([C:15]([O:17][CH3:18])=[O:16])=[C:5]3[CH:19]=[CH:20][C:2]([C:26]4[CH:27]=[N:23][NH:24][CH:25]=4)=[CH:3][C:4]3=2)[CH:9]=[CH:10][NH:11]1, predict the reactants needed to synthesize it. (3) Given the product [Br:1][C:2]1[C:10]2[C:5](=[CH:6][C:7]([F:12])=[C:8]([F:11])[CH:9]=2)[N:4]([CH3:13])[N:3]=1, predict the reactants needed to synthesize it. The reactants are: [Br:1][C:2]1[C:10]2[C:5](=[CH:6][C:7]([F:12])=[C:8]([F:11])[CH:9]=2)[NH:4][N:3]=1.[C:13](=O)([O-])[O-].[K+].[K+].IC.CC(=O)OCC.